Dataset: Forward reaction prediction with 1.9M reactions from USPTO patents (1976-2016). Task: Predict the product of the given reaction. Given the reactants [C:1]([O:5][C:6](=[O:25])[C:7]1[CH:12]=[CH:11][C:10]([NH:13][C:14]([C:16]2[CH:24]=[C:23]3[C:19]([CH:20]=[CH:21][NH:22]3)=[CH:18][CH:17]=2)=[O:15])=[CH:9][CH:8]=1)([CH3:4])([CH3:3])[CH3:2].[OH-].[Na+].[CH3:28][O:29][C:30]1[CH:35]=[CH:34][C:33]([CH3:36])=[CH:32][C:31]=1[S:37](Cl)(=[O:39])=[O:38], predict the reaction product. The product is: [C:1]([O:5][C:6](=[O:25])[C:7]1[CH:8]=[CH:9][C:10]([NH:13][C:14]([C:16]2[CH:24]=[C:23]3[C:19]([CH:20]=[CH:21][N:22]3[S:37]([C:31]3[CH:32]=[C:33]([CH3:36])[CH:34]=[CH:35][C:30]=3[O:29][CH3:28])(=[O:39])=[O:38])=[CH:18][CH:17]=2)=[O:15])=[CH:11][CH:12]=1)([CH3:4])([CH3:2])[CH3:3].